This data is from Catalyst prediction with 721,799 reactions and 888 catalyst types from USPTO. The task is: Predict which catalyst facilitates the given reaction. (1) Reactant: [NH2:1][C:2]1[C:7]([O:8]C)=[CH:6][C:5]([Cl:10])=[CH:4][N:3]=1.[Cl:11][C:12]1[CH:13]=[C:14]([S:19](Cl)(=[O:21])=[O:20])[CH:15]=[C:16]([Cl:18])[CH:17]=1.B(Br)(Br)Br. Product: [Cl:18][C:16]1[CH:15]=[C:14]([S:19]([NH:1][C:2]2[C:7]([OH:8])=[CH:6][C:5]([Cl:10])=[CH:4][N:3]=2)(=[O:20])=[O:21])[CH:13]=[C:12]([Cl:11])[CH:17]=1. The catalyst class is: 298. (2) Reactant: [F:1][C:2]1[CH:9]=[C:8]([OH:10])[CH:7]=[CH:6][C:3]=1[C:4]#[N:5].O[C@@H:12]1[CH2:17][CH2:16][C@H:15]([N:18]2[C:26](=[O:27])[C:25]3[C:20](=[CH:21][CH:22]=[CH:23][CH:24]=3)[C:19]2=[O:28])[CH2:14][CH2:13]1.C1(P(C2C=CC=CC=2)C2C=CC=CC=2)C=CC=CC=1.N(C(OC(C)C)=O)=NC(OC(C)C)=O.[Cl-].[Na+].C(=O)([O-])O.[Na+]. Product: [O:27]=[C:26]1[C:25]2[C:20](=[CH:21][CH:22]=[CH:23][CH:24]=2)[C:19](=[O:28])[N:18]1[CH:15]1[CH2:16][CH2:17][CH:12]([O:10][C:8]2[CH:7]=[CH:6][C:3]([C:4]#[N:5])=[C:2]([F:1])[CH:9]=2)[CH2:13][CH2:14]1. The catalyst class is: 7.